This data is from Forward reaction prediction with 1.9M reactions from USPTO patents (1976-2016). The task is: Predict the product of the given reaction. (1) Given the reactants C1(N=C=S)C=CC=CC=1.CC1C=CC(S([O-])(=O)=O)=CC=1.C[N+:22]1([CH2:28][CH2:29][N:30]=[C:31]=[N:32][CH:33]2[CH2:38][CH2:37][CH2:36][CH2:35][CH2:34]2)[CH2:27]COCC1.CNC1[C:42](N)=[CH:43][C:44]([N+:47]([O-:49])=[O:48])=[CH:45]C=1, predict the reaction product. The product is: [CH3:27][N:22]1[C:28]2[CH:42]=[CH:43][C:44]([N+:47]([O-:49])=[O:48])=[CH:45][C:29]=2[N:30]=[C:31]1[NH:32][C:33]1[CH:34]=[CH:35][CH:36]=[CH:37][CH:38]=1. (2) Given the reactants [Cl:1][C:2]1[CH:9]=[CH:8][C:5]([CH:6]=[O:7])=[C:4]([CH3:10])[N:3]=1.O1CCCC1.C[Si](C)(C)[C:18]([F:21])([F:20])[F:19].[F-].C([N+](CCCC)(CCCC)CCCC)CCC, predict the reaction product. The product is: [Cl:1][C:2]1[N:3]=[C:4]([CH3:10])[C:5]([CH:6]([OH:7])[C:18]([F:21])([F:20])[F:19])=[CH:8][CH:9]=1. (3) Given the reactants C(OC([NH:11][C@@H:12]1[CH2:17][CH2:16][N:15]([C:18]([O:20][CH2:21][CH3:22])=[O:19])[CH2:14][C@@H:13]1[O:23][CH3:24])=O)C1C=CC=CC=1, predict the reaction product. The product is: [NH2:11][C@@H:12]1[CH2:17][CH2:16][N:15]([C:18]([O:20][CH2:21][CH3:22])=[O:19])[CH2:14][C@@H:13]1[O:23][CH3:24].